Dataset: Reaction yield outcomes from USPTO patents with 853,638 reactions. Task: Predict the reaction yield, written as a fraction of the theoretical maximum amount of product (1.0 means a 100% yield; for example, 0.34 means a 34% yield). (1) The reactants are [S:1](=[O:34])(=[O:33])([O:3][CH2:4][C@@H:5]1[C@@H:12]2[C@@H:8]([O:9]C(C)(C)[O:11]2)[C@H:7]([N:15]([C:17]2[CH:22]=[C:21]([NH:23][C@@H:24]3[C:32]4[C:27](=[CH:28][CH:29]=[CH:30][CH:31]=4)[CH2:26][CH2:25]3)[N:20]=[CH:19][N:18]=2)[CH3:16])[CH2:6]1)[NH2:2].Cl. The catalyst is CO. The product is [S:1](=[O:34])(=[O:33])([O:3][CH2:4][C@H:5]1[CH2:6][C@@H:7]([N:15]([C:17]2[CH:22]=[C:21]([NH:23][C@@H:24]3[C:32]4[C:27](=[CH:28][CH:29]=[CH:30][CH:31]=4)[CH2:26][CH2:25]3)[N:20]=[CH:19][N:18]=2)[CH3:16])[C@H:8]([OH:9])[C@@H:12]1[OH:11])[NH2:2]. The yield is 0.710. (2) The reactants are C1(P(C2CCCCC2)C2CCCCC2)CCCCC1.C([O-])(=O)C.[B:33]1([B:33]2[O:37][C:36]([CH3:39])([CH3:38])[C:35]([CH3:41])([CH3:40])[O:34]2)[O:37][C:36]([CH3:39])([CH3:38])[C:35]([CH3:41])([CH3:40])[O:34]1.Br[C:43]1[CH:44]=[C:45]([C:49](=[O:54])[C:50]([F:53])([F:52])[F:51])[CH:46]=[CH:47][CH:48]=1. The catalyst is O1CCOCC1.C1C=CC(/C=C/C(/C=C/C2C=CC=CC=2)=O)=CC=1.C1C=CC(/C=C/C(/C=C/C2C=CC=CC=2)=O)=CC=1.[Pd]. The product is [F:51][C:50]([F:52])([F:53])[C:49]([C:45]1[CH:46]=[CH:47][CH:48]=[C:43]([B:33]2[O:34][C:35]([CH3:40])([CH3:41])[C:36]([CH3:38])([CH3:39])[O:37]2)[CH:44]=1)=[O:54]. The yield is 0.290. (3) The reactants are C(OC([N:8]1[CH2:12][CH2:11][CH2:10][C@@H:9]1[CH2:13][O:14][C:15]1[CH:20]=[CH:19][C:18]([O:21][C:22]2[CH:27]=[CH:26][C:25]([C:28]3[CH:29]=[N:30][CH:31]=[CH:32][CH:33]=3)=[CH:24][CH:23]=2)=[CH:17][CH:16]=1)=O)(C)(C)C.[ClH:34]. The catalyst is O1CCOCC1. The product is [ClH:34].[NH:8]1[CH2:12][CH2:11][CH2:10][C@@H:9]1[CH2:13][O:14][C:15]1[CH:16]=[CH:17][C:18]([O:21][C:22]2[CH:27]=[CH:26][C:25]([C:28]3[CH:29]=[N:30][CH:31]=[CH:32][CH:33]=3)=[CH:24][CH:23]=2)=[CH:19][CH:20]=1. The yield is 0.950. (4) The yield is 0.810. The catalyst is CN(C=O)C.O.C(Cl)Cl.C([O-])(=O)C.[Pd+2].C([O-])(=O)C.C1(C)C=CC=CC=1P(C1C=CC=CC=1C)C1C=CC=CC=1C. The reactants are Br[C:2]1[CH:3]=[N:4][C:5]([O:8][CH3:9])=[N:6][CH:7]=1.[C:10]([O:14][CH3:15])(=[O:13])[CH:11]=[CH2:12].C(N(CC)CC)C. The product is [CH3:9][O:8][C:5]1[N:4]=[CH:3][C:2](/[CH:12]=[CH:11]/[C:10]([O:14][CH3:15])=[O:13])=[CH:7][N:6]=1.